Dataset: Full USPTO retrosynthesis dataset with 1.9M reactions from patents (1976-2016). Task: Predict the reactants needed to synthesize the given product. (1) Given the product [ClH:1].[Cl:1][C:2]1[N:7]=[C:6]([C:8]#[N:9])[CH:5]=[CH:4][C:3]=1[OH:10], predict the reactants needed to synthesize it. The reactants are: [Cl:1][C:2]1[N:7]=[C:6]([C:8]#[N:9])[CH:5]=[CH:4][C:3]=1[O:10]COC.FC1C=C(F)C=CC=1C=O. (2) Given the product [Br:20][CH2:41][CH2:40][C:30]1[N:31]=[C:32]([C:34]2[CH:39]=[CH:38][CH:37]=[CH:36][CH:35]=2)[O:33][C:29]=1[CH3:28], predict the reactants needed to synthesize it. The reactants are: C1(P(C2C=CC=CC=2)C2C=CC=CC=2)C=CC=CC=1.[Br:20]N1C(=O)CCC1=O.[CH3:28][C:29]1[O:33][C:32]([C:34]2[CH:39]=[CH:38][CH:37]=[CH:36][CH:35]=2)=[N:31][C:30]=1[CH2:40][CH2:41]O.C([O-])(O)=O.[Na+]. (3) Given the product [C:25]([O:28][C:29](=[O:30])[N:6]([C:7]1[CH:8]=[CH:9][C:10]([N+:15]([O-:17])=[O:16])=[C:11]([C:13]#[N:14])[N:12]=1)[CH2:5][C:4]1[CH:18]=[CH:19][C:20]([O:22][CH3:23])=[CH:21][C:3]=1[O:2][CH3:1])([CH3:27])([CH3:26])[CH3:24], predict the reactants needed to synthesize it. The reactants are: [CH3:1][O:2][C:3]1[CH:21]=[C:20]([O:22][CH3:23])[CH:19]=[CH:18][C:4]=1[CH2:5][NH:6][C:7]1[N:12]=[C:11]([C:13]#[N:14])[C:10]([N+:15]([O-:17])=[O:16])=[CH:9][CH:8]=1.[CH3:24][C:25]([O:28][C:29](O[C:29]([O:28][C:25]([CH3:27])([CH3:26])[CH3:24])=[O:30])=[O:30])([CH3:27])[CH3:26]. (4) Given the product [C:11]([C:10]1[S:14][C:4]2[CH:5]=[CH:6][CH:7]=[C:2]([Cl:1])[C:3]=2[CH:9]=1)([OH:13])=[O:12], predict the reactants needed to synthesize it. The reactants are: [Cl:1][C:2]1[CH:7]=[CH:6][CH:5]=[C:4](Cl)[C:3]=1[CH:9]=[C:10]([SH:14])[C:11]([OH:13])=[O:12].[OH-].[K+]. (5) Given the product [Cl:23][C:2]1[C:11]2[C:6](=[CH:7][C:8]([O:12][CH3:13])=[CH:9][CH:10]=2)[N:5]=[CH:4][C:3]=1[C:14]([O:16][CH2:17][CH3:18])=[O:15], predict the reactants needed to synthesize it. The reactants are: O[C:2]1[C:11]2[C:6](=[CH:7][C:8]([O:12][CH3:13])=[CH:9][CH:10]=2)[N:5]=[CH:4][C:3]=1[C:14]([O:16][CH2:17][CH3:18])=[O:15].[OH-].[Na+].O=P(Cl)(Cl)[Cl:23].